This data is from Forward reaction prediction with 1.9M reactions from USPTO patents (1976-2016). The task is: Predict the product of the given reaction. Given the reactants [C:1]1([CH2:7][CH2:8][CH2:9][CH2:10]O)[CH:6]=[CH:5][CH:4]=[CH:3][CH:2]=1.C1C=CC(P(C2C=CC=CC=2)C2C=CC=CC=2)=CC=1.N1C=CN=C1.[I:36]I, predict the reaction product. The product is: [I:36][CH2:10][CH2:9][CH2:8][CH2:7][C:1]1[CH:6]=[CH:5][CH:4]=[CH:3][CH:2]=1.